Dataset: Reaction yield outcomes from USPTO patents with 853,638 reactions. Task: Predict the reaction yield, written as a fraction of the theoretical maximum amount of product (1.0 means a 100% yield; for example, 0.34 means a 34% yield). (1) The reactants are I[C:2]1[C:10]2[C:5](=[CH:6][CH:7]=[C:8]([NH:11][C:12]([CH:14]3[C:23]4[C:18](=[CH:19][CH:20]=[CH:21][CH:22]=4)[CH2:17][CH2:16][CH2:15]3)=[O:13])[CH:9]=2)[NH:4][N:3]=1.[CH3:24][N:25]1[CH2:30][CH2:29][N:28]([C:31]2[CH:36]=[CH:35][C:34](B3OC(C)(C)C(C)(C)O3)=[CH:33][CH:32]=2)[CH2:27][CH2:26]1.C([O-])([O-])=O.[Na+].[Na+]. The catalyst is CCO.C1C=CC([P]([Pd]([P](C2C=CC=CC=2)(C2C=CC=CC=2)C2C=CC=CC=2)([P](C2C=CC=CC=2)(C2C=CC=CC=2)C2C=CC=CC=2)[P](C2C=CC=CC=2)(C2C=CC=CC=2)C2C=CC=CC=2)(C2C=CC=CC=2)C2C=CC=CC=2)=CC=1. The product is [CH3:24][N:25]1[CH2:30][CH2:29][N:28]([C:31]2[CH:32]=[CH:33][C:34]([C:2]3[C:10]4[C:5](=[CH:6][CH:7]=[C:8]([NH:11][C:12]([CH:14]5[C:23]6[C:18](=[CH:19][CH:20]=[CH:21][CH:22]=6)[CH2:17][CH2:16][CH2:15]5)=[O:13])[CH:9]=4)[NH:4][N:3]=3)=[CH:35][CH:36]=2)[CH2:27][CH2:26]1. The yield is 0.590. (2) The reactants are C([O:8][C:9]1[CH:14]=[CH:13][C:12]([C:15]2[O:16][C:17]3[CH2:22][CH2:21][N:20]([CH3:23])[CH2:19][C:18]=3[N:24]=2)=[CH:11][CH:10]=1)C1C=CC=CC=1.P(Br)(Br)Br.O.[Na]. The catalyst is ClCCl. The product is [CH3:23][N:20]1[CH2:21][CH2:22][C:17]2[O:16][C:15]([C:12]3[CH:13]=[CH:14][C:9]([OH:8])=[CH:10][CH:11]=3)=[N:24][C:18]=2[CH2:19]1. The yield is 0.600. (3) The reactants are [N:1]1([C:5]2[N:10]=[C:9]([NH:11][C:12](=[O:33])[C:13](=O)[NH:14][NH:15][C:16]3[N:17]=[N:18][C:19]([C:22]4[CH:27]=[CH:26][CH:25]=[CH:24][C:23]=4[C:28]([F:31])([F:30])[F:29])=[CH:20][CH:21]=3)[CH:8]=[CH:7][CH:6]=2)[CH2:4][CH2:3][CH2:2]1.O. The catalyst is C1(C)C(C)=CC=CC=1. The product is [N:1]1([C:5]2[N:10]=[C:9]([NH:11][C:12]([C:13]3[N:17]4[N:18]=[C:19]([C:22]5[CH:27]=[CH:26][CH:25]=[CH:24][C:23]=5[C:28]([F:31])([F:30])[F:29])[CH:20]=[CH:21][C:16]4=[N:15][N:14]=3)=[O:33])[CH:8]=[CH:7][CH:6]=2)[CH2:4][CH2:3][CH2:2]1. The yield is 0.0625. (4) The product is [CH3:37][C:23]1[N:22]=[C:21]([C:19]2[CH:18]=[CH:17][CH:16]=[C:15]([C:11]3[CH:10]=[C:9]([S:6]([NH2:5])(=[O:7])=[O:8])[CH:14]=[CH:13][CH:12]=3)[N:20]=2)[CH:26]=[C:25]([C:27]2[CH:32]=[CH:31][C:30]([C:33]([F:36])([F:34])[F:35])=[CH:29][CH:28]=2)[CH:24]=1. The catalyst is ClCCl. The reactants are C([NH:5][S:6]([C:9]1[CH:14]=[CH:13][CH:12]=[C:11]([C:15]2[N:20]=[C:19]([C:21]3[CH:26]=[C:25]([C:27]4[CH:32]=[CH:31][C:30]([C:33]([F:36])([F:35])[F:34])=[CH:29][CH:28]=4)[CH:24]=[C:23]([CH3:37])[N:22]=3)[CH:18]=[CH:17][CH:16]=2)[CH:10]=1)(=[O:8])=[O:7])(C)(C)C.C(O)(C(F)(F)F)=O. The yield is 0.550.